From a dataset of Full USPTO retrosynthesis dataset with 1.9M reactions from patents (1976-2016). Predict the reactants needed to synthesize the given product. Given the product [CH:10]1([NH:15][C:2]2[CH:7]=[CH:6][C:5]([C:8]#[N:9])=[CH:4][N:3]=2)[CH2:14][CH2:13][CH2:12][CH2:11]1, predict the reactants needed to synthesize it. The reactants are: Br[C:2]1[CH:7]=[CH:6][C:5]([C:8]#[N:9])=[CH:4][N:3]=1.[CH:10]1([NH2:15])[CH2:14][CH2:13][CH2:12][CH2:11]1.